From a dataset of Forward reaction prediction with 1.9M reactions from USPTO patents (1976-2016). Predict the product of the given reaction. Given the reactants N(C(OC(C)(C)C)=O)=NC(OC(C)(C)C)=O.C1(P(C2C=CC=CC=2)C2C=CC=CC=2)C=CC=CC=1.[C:36]([O:40][C:41](=[O:47])[NH:42][CH:43]([CH3:46])[CH2:44]O)([CH3:39])([CH3:38])[CH3:37].[CH2:48]([O:50][C:51]([C:53]1[NH:54][N:55]=[C:56]([CH2:58][O:59][C:60]2[CH:65]=[CH:64][CH:63]=[CH:62][CH:61]=2)[CH:57]=1)=[O:52])[CH3:49], predict the reaction product. The product is: [CH2:48]([O:50][C:51]([C:53]1[N:54]([CH2:44][CH:43]([NH:42][C:41]([O:40][C:36]([CH3:39])([CH3:38])[CH3:37])=[O:47])[CH3:46])[N:55]=[C:56]([CH2:58][O:59][C:60]2[CH:65]=[CH:64][CH:63]=[CH:62][CH:61]=2)[CH:57]=1)=[O:52])[CH3:49].